This data is from Forward reaction prediction with 1.9M reactions from USPTO patents (1976-2016). The task is: Predict the product of the given reaction. (1) Given the reactants [CH:1]1([C:7]2[C:8]3[CH:9]=[CH:10][C:11]([C:40](O)=[O:41])=[CH:12][C:13]=3[N:14]3[CH2:20][C:19]([C:21]4[O:25][CH:24]=[N:23][C:22]=4[C:26]([N:28]4[CH2:33][CH2:32][O:31][CH2:30][CH2:29]4)=[O:27])=[CH:18][C:17]4[CH:34]=[C:35]([O:38][CH3:39])[CH:36]=[CH:37][C:16]=4[C:15]=23)[CH2:6][CH2:5][CH2:4][CH2:3][CH2:2]1.C1N=CN(C(N2C=NC=C2)=O)C=1.[CH3:55][CH:56]([S:58]([NH2:61])(=[O:60])=[O:59])[CH3:57].C1CCN2C(=NCCC2)CC1, predict the reaction product. The product is: [CH:1]1([C:7]2[C:8]3[CH:9]=[CH:10][C:11]([C:40]([NH:61][S:58]([CH:56]([CH3:57])[CH3:55])(=[O:60])=[O:59])=[O:41])=[CH:12][C:13]=3[N:14]3[CH2:20][C:19]([C:21]4[O:25][CH:24]=[N:23][C:22]=4[C:26]([N:28]4[CH2:29][CH2:30][O:31][CH2:32][CH2:33]4)=[O:27])=[CH:18][C:17]4[CH:34]=[C:35]([O:38][CH3:39])[CH:36]=[CH:37][C:16]=4[C:15]=23)[CH2:2][CH2:3][CH2:4][CH2:5][CH2:6]1. (2) Given the reactants COC(=O)[C@H]([O:11][C:12]1[C:13](=[O:45])[N:14]([C:38]2[N:39]=[N:40][C:41]([CH3:44])=[CH:42][CH:43]=2)[C@@H:15]([C:28]2[CH:33]=[CH:32][C:31]([C:34]([F:37])([F:36])[F:35])=[CH:30][CH:29]=2)[C:16]=1[C:17](=[O:27])[C:18]1[CH:23]=[CH:22][C:21]([CH:24]([CH3:26])[CH3:25])=[CH:20][CH:19]=1)C1C=CC=CC=1, predict the reaction product. The product is: [OH:11][C:12]1[C:13](=[O:45])[N:14]([C:38]2[N:39]=[N:40][C:41]([CH3:44])=[CH:42][CH:43]=2)[C@@H:15]([C:28]2[CH:33]=[CH:32][C:31]([C:34]([F:36])([F:37])[F:35])=[CH:30][CH:29]=2)[C:16]=1[C:17](=[O:27])[C:18]1[CH:23]=[CH:22][C:21]([CH:24]([CH3:26])[CH3:25])=[CH:20][CH:19]=1. (3) Given the reactants [CH3:1][C:2](=[N:4][OH:5])[CH3:3].C([Li])CCC.[C:11]([NH:19][C:20]1[S:21][CH2:22][C@@H:23]2[CH2:29][C@H:28]([C:30](OC)=O)[O:27][CH2:26][C@:24]2([C:34]2[CH:39]=[C:38]([Br:40])[CH:37]=[CH:36][C:35]=2[F:41])[N:25]=1)(=[O:18])[C:12]1[CH:17]=[CH:16][CH:15]=[CH:14][CH:13]=1.S(=O)(=O)(O)O.[OH-].[Na+], predict the reaction product. The product is: [Br:40][C:38]1[CH:37]=[CH:36][C:35]([F:41])=[C:34]([C@:24]23[CH2:26][O:27][C@@H:28]([C:30]4[O:5][N:4]=[C:2]([CH3:3])[CH:1]=4)[CH2:29][C@H:23]2[CH2:22][S:21][C:20]([NH:19][C:11](=[O:18])[C:12]2[CH:13]=[CH:14][CH:15]=[CH:16][CH:17]=2)=[N:25]3)[CH:39]=1. (4) Given the reactants [N:1]([CH2:4][C:5]1[CH:10]=[CH:9][C:8]([C:11]#[N:12])=[CH:7][CH:6]=1)=[N+]=[N-], predict the reaction product. The product is: [C:4]([C:5]1[CH:10]=[CH:9][C:8]([CH2:11][NH2:12])=[CH:7][CH:6]=1)#[N:1]. (5) The product is: [NH2:1][C:4]1[CH:5]=[C:6]2[C:10](=[CH:11][CH:12]=1)[N:9]([CH2:13][CH2:14][CH2:15][CH2:16][CH3:17])[C:8](=[O:18])[C:7]12[CH2:20][CH2:19]1. Given the reactants [N+:1]([C:4]1[CH:5]=[C:6]2[C:10](=[CH:11][CH:12]=1)[N:9]([CH2:13][CH2:14][CH2:15][CH2:16][CH3:17])[C:8](=[O:18])[C:7]12[CH2:20][CH2:19]1)([O-])=O.O, predict the reaction product.